This data is from Forward reaction prediction with 1.9M reactions from USPTO patents (1976-2016). The task is: Predict the product of the given reaction. (1) The product is: [C:9]([O:13][C:14]([N:16]([CH3:26])[CH2:17][CH:18]([O:25][Si:5]([C:1]([CH3:4])([CH3:3])[CH3:2])([CH3:7])[CH3:6])[C:19](=[CH2:24])[C:20]([O:22][CH3:23])=[O:21])=[O:15])([CH3:11])([CH3:10])[CH3:12]. Given the reactants [C:1]([Si:5](Cl)([CH3:7])[CH3:6])([CH3:4])([CH3:3])[CH3:2].[C:9]([O:13][C:14]([N:16]([CH3:26])[CH2:17][CH:18]([OH:25])[C:19](=[CH2:24])[C:20]([O:22][CH3:23])=[O:21])=[O:15])([CH3:12])([CH3:11])[CH3:10].N1C=CN=C1, predict the reaction product. (2) The product is: [NH2:17][C:13]1[CH:14]=[CH:15][CH:16]=[C:2]([F:1])[C:3]=1[C:4]([NH:6][C:7]1[CH:12]=[CH:11][CH:10]=[CH:9][CH:8]=1)=[O:5]. Given the reactants [F:1][C:2]1[CH:16]=[CH:15][CH:14]=[C:13]([N+:17]([O-])=O)[C:3]=1[C:4]([NH:6][C:7]1[CH:12]=[CH:11][CH:10]=[CH:9][CH:8]=1)=[O:5].C([O-])=O.[NH4+], predict the reaction product.